From a dataset of Full USPTO retrosynthesis dataset with 1.9M reactions from patents (1976-2016). Predict the reactants needed to synthesize the given product. (1) Given the product [NH2:1][C:2]1[CH:7]=[CH:6][C:5]([C:8]2[CH:9]=[C:10]3[C:16]([C:17]4[N:18]([CH2:22][CH3:23])[N:19]=[CH:20][CH:21]=4)=[CH:15][NH:14][C:11]3=[N:12][CH:13]=2)=[CH:4][C:3]=1[C:32]([N:33]([CH3:34])[CH3:35])=[O:36], predict the reactants needed to synthesize it. The reactants are: [NH2:1][C:2]1[CH:7]=[CH:6][C:5]([C:8]2[CH:9]=[C:10]3[C:16]([C:17]4[N:18]([CH2:22][CH3:23])[N:19]=[CH:20][CH:21]=4)=[CH:15][N:14](COC(=O)C(C)(C)C)[C:11]3=[N:12][CH:13]=2)=[CH:4][C:3]=1[C:32](=[O:36])[N:33]([CH3:35])[CH3:34].[OH-].[Na+].C(=O)(O)[O-].[Na+]. (2) Given the product [C:1]([O:9][C:10]1[C:19]2[C:14](=[CH:15][CH:16]=[CH:17][CH:18]=2)[C:13]([O:20][P:57]([O:62][CH2:63][CH3:64])([O:59][CH2:60][CH3:61])=[O:58])=[C:12]([CH3:21])[C:11]=1[CH2:22]/[CH:23]=[C:24](\[CH3:56])/[CH2:25][CH2:26]/[CH:27]=[C:28](\[CH3:55])/[CH2:29][CH2:30]/[CH:31]=[C:32](\[CH3:54])/[CH2:33][CH2:34]/[CH:35]=[C:36](\[CH3:53])/[CH2:37][CH2:38]/[CH:39]=[C:40](\[CH3:52])/[CH2:41][CH2:42]/[CH:43]=[C:44](\[CH3:51])/[CH2:45][CH2:46][CH:47]=[C:48]([CH3:50])[CH3:49])(=[O:8])[C:2]1[CH:3]=[CH:4][CH:5]=[CH:6][CH:7]=1, predict the reactants needed to synthesize it. The reactants are: [C:1]([O:9][C:10]1[C:19]2[C:14](=[CH:15][CH:16]=[CH:17][CH:18]=2)[C:13]([OH:20])=[C:12]([CH3:21])[C:11]=1[CH2:22]/[CH:23]=[C:24](\[CH3:56])/[CH2:25][CH2:26]/[CH:27]=[C:28](\[CH3:55])/[CH2:29][CH2:30]/[CH:31]=[C:32](\[CH3:54])/[CH2:33][CH2:34]/[CH:35]=[C:36](\[CH3:53])/[CH2:37][CH2:38]/[CH:39]=[C:40](\[CH3:52])/[CH2:41][CH2:42]/[CH:43]=[C:44](\[CH3:51])/[CH2:45][CH2:46][CH:47]=[C:48]([CH3:50])[CH3:49])(=[O:8])[C:2]1[CH:7]=[CH:6][CH:5]=[CH:4][CH:3]=1.[P:57](Cl)([O:62][CH2:63][CH3:64])([O:59][CH2:60][CH3:61])=[O:58].CCN(CC)CC. (3) Given the product [Cl:32][C:29]1[CH:28]=[CH:27][C:26]([C:24]2[CH:23]=[C:22]([CH3:33])[N:21]=[C:20]([C:18]3[CH:17]=[CH:16][N:15]=[C:14]([C:11]4[S:10][C:9]([S:6]([NH2:5])(=[O:7])=[O:8])=[CH:13][CH:12]=4)[CH:19]=3)[N:25]=2)=[CH:31][CH:30]=1, predict the reactants needed to synthesize it. The reactants are: C([NH:5][S:6]([C:9]1[S:10][C:11]([C:14]2[CH:19]=[C:18]([C:20]3[N:25]=[C:24]([C:26]4[CH:31]=[CH:30][C:29]([Cl:32])=[CH:28][CH:27]=4)[CH:23]=[C:22]([CH3:33])[N:21]=3)[CH:17]=[CH:16][N:15]=2)=[CH:12][CH:13]=1)(=[O:8])=[O:7])(C)(C)C.C(O)(C(F)(F)F)=O. (4) Given the product [Cl:19][C:20]1[CH:21]=[C:22]([NH:23][C:7]([C:6]2[S:5][N:4]=[N:3][C:2]=2[CH3:1])=[O:9])[CH:24]=[CH:25][C:26]=1[F:27], predict the reactants needed to synthesize it. The reactants are: [CH3:1][C:2]1[N:3]=[N:4][S:5][C:6]=1[C:7]([OH:9])=O.CCN(C(C)C)C(C)C.[Cl:19][C:20]1[CH:21]=[C:22]([CH:24]=[CH:25][C:26]=1[F:27])[NH2:23]. (5) Given the product [CH3:22][C:23]([CH3:28])([CH3:27])[C:24]([N:3]1[C:11]2[C:6](=[CH:7][C:8]([C:12]([O:14][CH2:15][C:16]3[CH:17]=[CH:18][CH:19]=[CH:20][CH:21]=3)=[O:13])=[CH:9][CH:10]=2)[CH:5]=[CH:4]1)=[O:25], predict the reactants needed to synthesize it. The reactants are: [H-].[Na+].[NH:3]1[C:11]2[C:6](=[CH:7][C:8]([C:12]([O:14][CH2:15][C:16]3[CH:21]=[CH:20][CH:19]=[CH:18][CH:17]=3)=[O:13])=[CH:9][CH:10]=2)[CH:5]=[CH:4]1.[CH3:22][C:23]([CH3:28])([CH3:27])[C:24](Cl)=[O:25].O. (6) Given the product [C:1]1([C:30]2[CH:31]=[CH:32][CH:33]=[CH:34][CH:35]=2)[CH:6]=[CH:5][C:4]([C:7]([NH:9][CH2:10][CH2:11][O:12][C:13]2[CH:18]=[CH:17][C:16]([CH2:19][CH:20]([CH2:26][CH2:27][CH2:28][CH3:29])[C:21]([OH:23])=[O:22])=[CH:15][CH:14]=2)=[O:8])=[CH:3][CH:2]=1, predict the reactants needed to synthesize it. The reactants are: [C:1]1([C:30]2[CH:35]=[CH:34][CH:33]=[CH:32][CH:31]=2)[CH:6]=[CH:5][C:4]([C:7]([NH:9][CH2:10][CH2:11][O:12][C:13]2[CH:18]=[CH:17][C:16]([CH2:19][CH:20]([CH2:26][CH2:27][CH2:28][CH3:29])[C:21]([O:23]CC)=[O:22])=[CH:15][CH:14]=2)=[O:8])=[CH:3][CH:2]=1.[OH-].[Na+]. (7) Given the product [CH3:22][N:23]([CH3:25])[CH:24]=[C:3]([C:2](=[O:1])[C:9]1[CH:14]=[CH:13][CH:12]=[C:11]([C:15]#[N:16])[CH:10]=1)[C:4]([O:6][CH2:7][CH3:8])=[O:5], predict the reactants needed to synthesize it. The reactants are: [O:1]=[C:2]([C:9]1[CH:14]=[CH:13][CH:12]=[C:11]([C:15]#[N:16])[CH:10]=1)[CH2:3][C:4]([O:6][CH2:7][CH3:8])=[O:5].C(O[CH:22](N(C)C)[N:23]([CH3:25])[CH3:24])(C)(C)C.